Dataset: Peptide-MHC class I binding affinity with 185,985 pairs from IEDB/IMGT. Task: Regression. Given a peptide amino acid sequence and an MHC pseudo amino acid sequence, predict their binding affinity value. This is MHC class I binding data. (1) The peptide sequence is LMMILPAAL. The MHC is HLA-A02:17 with pseudo-sequence HLA-A02:17. The binding affinity (normalized) is 0.597. (2) The peptide sequence is KRKGGIGGY. The MHC is Mamu-A20102 with pseudo-sequence Mamu-A20102. The binding affinity (normalized) is 0. (3) The peptide sequence is GQISVQPTF. The MHC is HLA-A24:02 with pseudo-sequence HLA-A24:02. The binding affinity (normalized) is 0.0293. (4) The peptide sequence is LRWASGVSE. The MHC is HLA-B18:01 with pseudo-sequence HLA-B18:01. The binding affinity (normalized) is 0.0847.